Task: Predict the reactants needed to synthesize the given product.. Dataset: Full USPTO retrosynthesis dataset with 1.9M reactions from patents (1976-2016) (1) Given the product [F:1][C:2]1[C:10]2[C:6](=[CH:7][N:8]([CH3:11])[N:9]=2)[C:5]([CH2:12][OH:13])=[CH:4][CH:3]=1, predict the reactants needed to synthesize it. The reactants are: [F:1][C:2]1[C:10]2[C:6](=[CH:7][N:8]([CH3:11])[N:9]=2)[C:5]([C:12](OC)=[O:13])=[CH:4][CH:3]=1.[H-].C([Al+]CC(C)C)C(C)C.O. (2) Given the product [C:1]([O:5][C:6]([NH:8][CH2:9][CH2:10][CH:11]([C:19]1[N:20]=[C:21]([N:29]2[CH2:30][CH2:31][O:32][CH2:33][CH2:34]2)[S:22][C:23]=1[C:24]([O:26][CH2:27][CH3:28])=[O:25])[C:12]1[CH:17]=[CH:16][C:15]([Cl:18])=[CH:14][CH:13]=1)=[O:7])([CH3:2])([CH3:3])[CH3:4], predict the reactants needed to synthesize it. The reactants are: [C:1]([O:5][C:6]([NH:8][CH2:9]/[CH:10]=[C:11](/[C:19]1[N:20]=[C:21]([N:29]2[CH2:34][CH2:33][O:32][CH2:31][CH2:30]2)[S:22][C:23]=1[C:24]([O:26][CH2:27][CH3:28])=[O:25])\[C:12]1[CH:17]=[CH:16][C:15]([Cl:18])=[CH:14][CH:13]=1)=[O:7])([CH3:4])([CH3:3])[CH3:2].[H][H]. (3) Given the product [Cl:19][C:16]1[CH:17]=[CH:18][C:13]([CH3:11])([CH2:7][NH2:8])[CH2:14][C:15]=1[N+:20]([O-:22])=[O:21], predict the reactants needed to synthesize it. The reactants are: C([O-])(=O)C.[NH4+].[BH3-][C:7]#[N:8].[Na+].C[C:11]([C:13]1[CH:18]=[CH:17][C:16]([Cl:19])=[C:15]([N+:20]([O-:22])=[O:21])[CH:14]=1)=O.C([O-])(O)=O.[Na+]. (4) Given the product [Cl:1][C:2]1[CH:3]=[C:4]([C:8]2[N:16]=[C:15]([C:17]3[NH:20][C:37](=[O:38])[O:19][N:18]=3)[N:14]=[C:13]3[C:9]=2[N:10]([CH2:29][C@H:30]2[CH2:31][CH2:32][C@H:33]([CH3:36])[CH2:34][CH2:35]2)[C:11]([CH:21]([OH:28])[CH:22]2[CH2:23][CH2:24][O:25][CH2:26][CH2:27]2)=[N:12]3)[CH:5]=[CH:6][CH:7]=1, predict the reactants needed to synthesize it. The reactants are: [Cl:1][C:2]1[CH:3]=[C:4]([C:8]2[N:16]=[C:15]([C:17](=[NH:20])[NH:18][OH:19])[N:14]=[C:13]3[C:9]=2[N:10]([CH2:29][C@H:30]2[CH2:35][CH2:34][C@H:33]([CH3:36])[CH2:32][CH2:31]2)[C:11]([CH:21]([OH:28])[CH:22]2[CH2:27][CH2:26][O:25][CH2:24][CH2:23]2)=[N:12]3)[CH:5]=[CH:6][CH:7]=1.[C:37](N1C=CN=C1)(N1C=CN=C1)=[O:38].N12CCCN=C1CCCCC2. (5) Given the product [CH2:31]([N:28]1[CH2:29][CH2:30][CH:25]([NH:24][C:11]2[C:10]([C:3]3[CH:4]=[CH:5][S:1][CH:2]=3)=[CH:15][N:14]=[C:13]([NH:16][CH2:17][C:18]3[CH:23]=[CH:22][CH:21]=[CH:20][N:19]=3)[N:12]=2)[CH2:26][CH2:27]1)[C:32]1[CH:37]=[CH:36][CH:35]=[CH:34][CH:33]=1, predict the reactants needed to synthesize it. The reactants are: [S:1]1[CH:5]=[CH:4][C:3](B(O)O)=[CH:2]1.Br[C:10]1[C:11]([NH:24][CH:25]2[CH2:30][CH2:29][N:28]([CH2:31][C:32]3[CH:37]=[CH:36][CH:35]=[CH:34][CH:33]=3)[CH2:27][CH2:26]2)=[N:12][C:13]([NH:16][CH2:17][C:18]2[CH:23]=[CH:22][CH:21]=[CH:20][N:19]=2)=[N:14][CH:15]=1.C(=O)([O-])[O-].[K+].[K+]. (6) The reactants are: [C:1](=[O:35])([O:24][CH2:25][CH2:26][CH2:27][CH2:28][CH2:29][CH2:30][O:31][N+:32]([O-:34])=[O:33])[O:2][CH2:3]/[C:4](/[C:14]1[CH:19]=[CH:18][C:17]([S:20]([CH3:23])(=[O:22])=[O:21])=[CH:16][CH:15]=1)=[C:5](/[C:8]1[CH:13]=[CH:12][CH:11]=[CH:10][CH:9]=1)\[CH2:6][OH:7].CC(OI1(OC(C)=O)(OC(C)=O)OC(=O)C2C=CC=CC1=2)=[O:38].CC(=CC)C.P(=O)(O)(O)O.[O-]Cl=O.[Na+]. Given the product [CH3:23][S:20]([C:17]1[CH:18]=[CH:19][C:14](/[C:4](/[CH2:3][O:2][C:1]([O:24][CH2:25][CH2:26][CH2:27][CH2:28][CH2:29][CH2:30][O:31][N+:32]([O-:34])=[O:33])=[O:35])=[C:5](\[C:8]2[CH:9]=[CH:10][CH:11]=[CH:12][CH:13]=2)/[C:6]([OH:38])=[O:7])=[CH:15][CH:16]=1)(=[O:21])=[O:22], predict the reactants needed to synthesize it. (7) Given the product [F:53][C:54]([F:59])([F:58])[C:55]([OH:57])=[O:56].[F:53][C:54]([F:59])([F:58])[C:55]([OH:57])=[O:56].[Cl:43][C:24]1[CH:25]=[C:26]2[C:21](=[CH:22][CH:23]=1)[C:20]([NH:19][CH2:18][CH2:17][NH:16][C:12]1[C:13]3[C:4]([N:5]=[C:6]4[C:11]=1[CH:10]=[C:9]([O:44][CH2:45][C:46]([OH:48])=[O:47])[CH:8]=[CH:7]4)=[CH:3][C:2]([Cl:1])=[CH:15][CH:14]=3)=[C:33]1[C:28]([CH:29]=[CH:30][C:31]([O:34][CH2:35][C:36]([OH:38])=[O:37])=[CH:32]1)=[N:27]2, predict the reactants needed to synthesize it. The reactants are: [Cl:1][C:2]1[CH:3]=[C:4]2[C:13](=[CH:14][CH:15]=1)[C:12]([NH:16][CH2:17][CH2:18][NH:19][C:20]1[C:21]3[C:26]([N:27]=[C:28]4[C:33]=1[CH:32]=[C:31]([O:34][CH2:35][C:36]([O:38]C(C)(C)C)=[O:37])[CH:30]=[CH:29]4)=[CH:25][C:24]([Cl:43])=[CH:23][CH:22]=3)=[C:11]1[C:6]([CH:7]=[CH:8][C:9]([O:44][CH2:45][C:46]([O:48]C(C)(C)C)=[O:47])=[CH:10]1)=[N:5]2.[F:53][C:54]([F:59])([F:58])[C:55]([OH:57])=[O:56]. (8) Given the product [Cl:1][C:2]1[C:3]([NH:10][CH2:11][C:12]2[CH:17]=[CH:16][C:15]([O:18][C:25]3[CH:26]=[CH:27][C:28]4[N:29]([C:31]([N+:34]([O-:36])=[O:35])=[CH:32][N:33]=4)[N:30]=3)=[C:14]([O:19][CH2:20][CH:21]3[CH2:23][CH2:22]3)[CH:13]=2)=[N:4][C:5]([CH3:9])=[N:6][C:7]=1[CH3:8], predict the reactants needed to synthesize it. The reactants are: [Cl:1][C:2]1[C:3]([NH:10][CH2:11][C:12]2[CH:17]=[CH:16][C:15]([OH:18])=[C:14]([O:19][CH2:20][CH:21]3[CH2:23][CH2:22]3)[CH:13]=2)=[N:4][C:5]([CH3:9])=[N:6][C:7]=1[CH3:8].Cl[C:25]1[CH:26]=[CH:27][C:28]2[N:29]([C:31]([N+:34]([O-:36])=[O:35])=[CH:32][N:33]=2)[N:30]=1.C(=O)([O-])[O-].[K+].[K+].